The task is: Predict the product of the given reaction.. This data is from Forward reaction prediction with 1.9M reactions from USPTO patents (1976-2016). Given the reactants C12(CS(O)(=O)=O)C(C)(C)C(CC1)CC2=O.[CH2:16]([N:18]1[C:24]2[CH:25]=[C:26]([F:30])[C:27]([NH2:29])=[CH:28][C:23]=2[O:22][CH2:21][CH2:20][CH2:19]1)[CH3:17].Cl[C:32]1[N:37]=[C:36]([NH:38][C@@H:39]2[CH2:44][CH2:43][CH2:42][CH2:41][C@H:40]2[NH:45][S:46]([CH3:49])(=[O:48])=[O:47])[C:35]([Cl:50])=[CH:34][N:33]=1.C(=O)([O-])[O-], predict the reaction product. The product is: [Cl:50][C:35]1[C:36]([NH:38][C@@H:39]2[CH2:44][CH2:43][CH2:42][CH2:41][C@H:40]2[NH:45][S:46]([CH3:49])(=[O:48])=[O:47])=[N:37][C:32]([NH:29][C:27]2[C:26]([F:30])=[CH:25][C:24]3[N:18]([CH2:16][CH3:17])[CH2:19][CH2:20][CH2:21][O:22][C:23]=3[CH:28]=2)=[N:33][CH:34]=1.